From a dataset of NCI-60 drug combinations with 297,098 pairs across 59 cell lines. Regression. Given two drug SMILES strings and cell line genomic features, predict the synergy score measuring deviation from expected non-interaction effect. (1) Drug 1: C1CN1P(=S)(N2CC2)N3CC3. Drug 2: C(CCl)NC(=O)N(CCCl)N=O. Cell line: CCRF-CEM. Synergy scores: CSS=58.3, Synergy_ZIP=7.61, Synergy_Bliss=10.5, Synergy_Loewe=-16.0, Synergy_HSA=10.8. (2) Cell line: MALME-3M. Drug 2: CC1=C2C(C(=O)C3(C(CC4C(C3C(C(C2(C)C)(CC1OC(=O)C(C(C5=CC=CC=C5)NC(=O)C6=CC=CC=C6)O)O)OC(=O)C7=CC=CC=C7)(CO4)OC(=O)C)O)C)OC(=O)C. Synergy scores: CSS=22.7, Synergy_ZIP=-6.62, Synergy_Bliss=0.148, Synergy_Loewe=-18.2, Synergy_HSA=-0.0545. Drug 1: CN1CCC(CC1)COC2=C(C=C3C(=C2)N=CN=C3NC4=C(C=C(C=C4)Br)F)OC. (3) Drug 1: C1=CN(C=N1)CC(O)(P(=O)(O)O)P(=O)(O)O. Drug 2: CC(C)NC(=O)C1=CC=C(C=C1)CNNC.Cl. Cell line: SR. Synergy scores: CSS=7.58, Synergy_ZIP=-4.03, Synergy_Bliss=-5.54, Synergy_Loewe=6.73, Synergy_HSA=-3.20. (4) Drug 1: CC1C(C(=O)NC(C(=O)N2CCCC2C(=O)N(CC(=O)N(C(C(=O)O1)C(C)C)C)C)C(C)C)NC(=O)C3=C4C(=C(C=C3)C)OC5=C(C(=O)C(=C(C5=N4)C(=O)NC6C(OC(=O)C(N(C(=O)CN(C(=O)C7CCCN7C(=O)C(NC6=O)C(C)C)C)C)C(C)C)C)N)C. Drug 2: CC1=C(C(=O)C2=C(C1=O)N3CC4C(C3(C2COC(=O)N)OC)N4)N. Cell line: OVCAR-8. Synergy scores: CSS=38.0, Synergy_ZIP=-3.32, Synergy_Bliss=-3.49, Synergy_Loewe=2.23, Synergy_HSA=3.91. (5) Cell line: T-47D. Drug 1: COC1=CC(=CC(=C1O)OC)C2C3C(COC3=O)C(C4=CC5=C(C=C24)OCO5)OC6C(C(C7C(O6)COC(O7)C8=CC=CS8)O)O. Drug 2: C1=CC(=CC=C1CC(C(=O)O)N)N(CCCl)CCCl.Cl. Synergy scores: CSS=32.8, Synergy_ZIP=-4.81, Synergy_Bliss=0.0587, Synergy_Loewe=-17.4, Synergy_HSA=-0.110. (6) Cell line: 786-0. Synergy scores: CSS=37.8, Synergy_ZIP=5.34, Synergy_Bliss=5.41, Synergy_Loewe=4.66, Synergy_HSA=5.24. Drug 1: CC1C(C(=O)NC(C(=O)N2CCCC2C(=O)N(CC(=O)N(C(C(=O)O1)C(C)C)C)C)C(C)C)NC(=O)C3=C4C(=C(C=C3)C)OC5=C(C(=O)C(=C(C5=N4)C(=O)NC6C(OC(=O)C(N(C(=O)CN(C(=O)C7CCCN7C(=O)C(NC6=O)C(C)C)C)C)C(C)C)C)N)C. Drug 2: CC1C(C(CC(O1)OC2CC(CC3=C2C(=C4C(=C3O)C(=O)C5=C(C4=O)C(=CC=C5)OC)O)(C(=O)CO)O)N)O.Cl. (7) Drug 1: CCN(CC)CCCC(C)NC1=C2C=C(C=CC2=NC3=C1C=CC(=C3)Cl)OC. Drug 2: CC1CCCC2(C(O2)CC(NC(=O)CC(C(C(=O)C(C1O)C)(C)C)O)C(=CC3=CSC(=N3)C)C)C. Cell line: MCF7. Synergy scores: CSS=22.9, Synergy_ZIP=-1.30, Synergy_Bliss=-1.35, Synergy_Loewe=-8.93, Synergy_HSA=-0.768. (8) Drug 1: C1=CC(=CC=C1CCCC(=O)O)N(CCCl)CCCl. Drug 2: CCC1(CC2CC(C3=C(CCN(C2)C1)C4=CC=CC=C4N3)(C5=C(C=C6C(=C5)C78CCN9C7C(C=CC9)(C(C(C8N6C=O)(C(=O)OC)O)OC(=O)C)CC)OC)C(=O)OC)O.OS(=O)(=O)O. Cell line: CAKI-1. Synergy scores: CSS=39.2, Synergy_ZIP=-4.05, Synergy_Bliss=-2.59, Synergy_Loewe=0.0793, Synergy_HSA=-0.387.